This data is from Full USPTO retrosynthesis dataset with 1.9M reactions from patents (1976-2016). The task is: Predict the reactants needed to synthesize the given product. (1) Given the product [NH2:14][C:13]1[N:12]=[CH:11][N:10]=[C:9]2[N:5]([CH:3]3[CH2:2][N:1]([C:37](=[O:38])[CH2:36][N:35]([CH3:40])[C:33](=[O:34])[O:32][C:28]([CH3:30])([CH3:31])[CH3:29])[CH2:4]3)[N:6]=[C:7]([C:15]3[CH:16]=[CH:17][C:18]([O:21][C:22]4[CH:27]=[CH:26][CH:25]=[CH:24][CH:23]=4)=[CH:19][CH:20]=3)[C:8]=12, predict the reactants needed to synthesize it. The reactants are: [NH:1]1[CH2:4][CH:3]([N:5]2[C:9]3=[N:10][CH:11]=[N:12][C:13]([NH2:14])=[C:8]3[C:7]([C:15]3[CH:20]=[CH:19][C:18]([O:21][C:22]4[CH:27]=[CH:26][CH:25]=[CH:24][CH:23]=4)=[CH:17][CH:16]=3)=[N:6]2)[CH2:2]1.[C:28]([O:32][C:33]([N:35]([CH3:40])[CH2:36][C:37](O)=[O:38])=[O:34])([CH3:31])([CH3:30])[CH3:29].Cl.CN(C)CCCN=C=NCC.CCN(C(C)C)C(C)C.ON1C2N=CC=CC=2N=N1. (2) The reactants are: [C:1]([O:5][C:6](=[O:26])[CH2:7][C@@H:8]([NH:10][C:11]1[CH:15]=[C:14]([C:16]#[C:17][C:18]([CH3:21])([CH3:20])[CH3:19])[S:13][C:12]=1[C:22]([O:24][CH3:25])=[O:23])[CH3:9])([CH3:4])([CH3:3])[CH3:2].[CH3:27][C@H:28]1[CH2:33][CH2:32][C@H:31]([C:34](Cl)=[O:35])[CH2:30][CH2:29]1.N1C=CC=CC=1. Given the product [C:1]([O:5][C:6](=[O:26])[CH2:7][C@@H:8]([N:10]([C:11]1[CH:15]=[C:14]([C:16]#[C:17][C:18]([CH3:19])([CH3:21])[CH3:20])[S:13][C:12]=1[C:22]([O:24][CH3:25])=[O:23])[C:34]([C@H:31]1[CH2:32][CH2:33][C@H:28]([CH3:27])[CH2:29][CH2:30]1)=[O:35])[CH3:9])([CH3:2])([CH3:3])[CH3:4], predict the reactants needed to synthesize it.